This data is from Reaction yield outcomes from USPTO patents with 853,638 reactions. The task is: Predict the reaction yield, written as a fraction of the theoretical maximum amount of product (1.0 means a 100% yield; for example, 0.34 means a 34% yield). (1) The reactants are [CH:1]1([N:4]2[C:12]3[CH:11]=[C:10]([NH:13][C:14](=[O:26])[C:15]4[CH:20]=[CH:19][C:18]([C@:21]([OH:25])([CH3:24])[CH2:22][OH:23])=[CH:17][CH:16]=4)[N:9]=[CH:8][C:7]=3[CH:6]=[CH:5]2)[CH2:3][CH2:2]1.[Br:27]N1C(=O)CCC1=O. The catalyst is CN(C)C=O.[Cl-].[Na+].O. The product is [Br:27][C:6]1[C:7]2[CH:8]=[N:9][C:10]([NH:13][C:14](=[O:26])[C:15]3[CH:20]=[CH:19][C:18]([C@:21]([OH:25])([CH3:24])[CH2:22][OH:23])=[CH:17][CH:16]=3)=[CH:11][C:12]=2[N:4]([CH:1]2[CH2:3][CH2:2]2)[CH:5]=1. The yield is 0.160. (2) The reactants are CN(C)C=O.N1C(Cl)=NC(Cl)=NC=1[Cl:8].[Cl:15][C:16]1[C:21]([Cl:22])=[CH:20][C:19]([CH:23](O)[CH3:24])=[C:18]([O:26][CH3:27])[C:17]=1[CH:28]1[CH2:31][N:30]([C:32]([O:34][C:35]([CH3:38])([CH3:37])[CH3:36])=[O:33])[CH2:29]1. The catalyst is C(Cl)Cl.O. The product is [Cl:15][C:16]1[C:21]([Cl:22])=[CH:20][C:19]([CH:23]([Cl:8])[CH3:24])=[C:18]([O:26][CH3:27])[C:17]=1[CH:28]1[CH2:31][N:30]([C:32]([O:34][C:35]([CH3:38])([CH3:37])[CH3:36])=[O:33])[CH2:29]1. The yield is 0.900. (3) The reactants are C[C:2]([CH3:5])([O-:4])C.[K+].[Cl:7][C:8]1[CH:13]=[CH:12][C:11]([C:14]([CH3:18])([CH3:17])[CH:15]=O)=[CH:10][CH:9]=1.C1C[O:22][CH2:21][CH2:20]1. No catalyst specified. The product is [Cl:7][C:8]1[CH:13]=[CH:12][C:11]([C:14]([CH3:18])([CH3:17])[CH:15]=[CH:20][C:21]([O:4][CH2:2][CH3:5])=[O:22])=[CH:10][CH:9]=1. The yield is 0.445. (4) The reactants are [Br:1][C:2]1[CH:3]=[C:4]([NH2:9])[C:5]([Cl:8])=[N:6][CH:7]=1.[NH:10]1[CH2:15][CH2:14][CH2:13][CH2:12][CH2:11]1.[S:16](Cl)(Cl)(=[O:18])=[O:17]. The catalyst is N1C=CC=CC=1.CN(C1C=CN=CC=1)C. The product is [Br:1][C:2]1[CH:3]=[C:4]([NH:9][S:16]([N:10]2[CH2:15][CH2:14][CH2:13][CH2:12][CH2:11]2)(=[O:18])=[O:17])[C:5]([Cl:8])=[N:6][CH:7]=1. The yield is 0.720. (5) The reactants are [CH2:1]([NH:3][C:4](=[O:11])[NH:5]OCC(O)=O)[CH3:2].[NH2:12][C@@H:13]([CH2:37][C:38]1[CH:43]=[CH:42][CH:41]=[CH:40][CH:39]=1)[C:14]([N:16]([C@@H:28]([CH3:36])[CH:29]([O:33][CH2:34][CH3:35])[O:30][CH2:31][CH3:32])[CH2:17][C:18]1[C:27]2[C:22](=[CH:23][CH:24]=[CH:25][CH:26]=2)[CH:21]=[CH:20][CH:19]=1)=[O:15]. No catalyst specified. The product is [CH2:31]([O:30][CH:29]([O:33][CH2:34][CH3:35])[C@@H:28]([N:16]([CH2:17][C:18]1[C:27]2[C:22](=[CH:23][CH:24]=[CH:25][CH:26]=2)[CH:21]=[CH:20][CH:19]=1)[C:14](=[O:15])[C@@H:13]([NH:12][C:29](=[O:30])[CH2:28][N:16]([CH3:14])[NH:5][C:4]([NH:3][CH2:1][CH3:2])=[O:11])[CH2:37][C:38]1[CH:39]=[CH:40][CH:41]=[CH:42][CH:43]=1)[CH3:36])[CH3:32]. The yield is 0.270. (6) The reactants are [Si]([O:8][CH2:9][C:10]1[CH:15]=[CH:14][N:13]=[C:12]([C:16]#[N:17])[CH:11]=1)(C(C)(C)C)(C)C.S(=O)(=O)(O)O. The catalyst is C(O)C. The product is [OH:8][CH2:9][C:10]1[CH:15]=[CH:14][N:13]=[C:12]([C:16]#[N:17])[CH:11]=1. The yield is 0.788. (7) The reactants are C(OC(=O)[NH:7][CH2:8][CH:9]1[CH2:14][CH2:13][CH:12]([C:15]([N:17]2[CH2:26][C:25]3[CH:24]=[N:23][N:22]([CH3:27])[C:21]=3[NH:20][C:19]3[CH:28]=[C:29]([Cl:32])[CH:30]=[CH:31][C:18]2=3)=[O:16])[CH2:11][CH2:10]1)(C)(C)C.Cl.O1CCOCC1. No catalyst specified. The product is [ClH:32].[NH2:7][CH2:8][CH:9]1[CH2:10][CH2:11][CH:12]([C:15]([N:17]2[CH2:26][C:25]3[CH:24]=[N:23][N:22]([CH3:27])[C:21]=3[NH:20][C:19]3[CH:28]=[C:29]([Cl:32])[CH:30]=[CH:31][C:18]2=3)=[O:16])[CH2:13][CH2:14]1. The yield is 1.00. (8) The reactants are [CH:1]1([O:6][C:7]2[CH:14]=[CH:13][C:10](C=O)=[C:9]([B:15]3[O:19][C:18](C)(C)C(C)(C)[O:16]3)[CH:8]=2)[CH2:5][CH2:4][CH2:3][CH2:2]1.[BH4-].[Na+]. The catalyst is CO. The product is [CH:1]1([O:6][C:7]2[CH:14]=[CH:13][C:10]3[CH2:18][O:19][B:15]([OH:16])[C:9]=3[CH:8]=2)[CH2:2][CH2:3][CH2:4][CH2:5]1. The yield is 0.320. (9) The reactants are [C:1]([O:5][C:6]([N:8]1[CH2:12][CH2:11][CH2:10][C@H:9]1[C:13]1[NH:14][C:15]([C:18]2[CH:19]=[N:20][C:21]([C:24]3[CH:29]=[CH:28][C:27]([C:30]4[NH:31][C:32]([C@@H:35]5[CH2:39][CH2:38][CH2:37][N:36]5C(OCC5C=CC=CC=5)=O)=[N:33][CH:34]=4)=[CH:26][CH:25]=3)=[N:22][CH:23]=2)=[CH:16][N:17]=1)=[O:7])([CH3:4])([CH3:3])[CH3:2].C([O-])([O-])=O.[K+].[K+].O. The catalyst is CO.[Pd]. The product is [C:1]([O:5][C:6]([N:8]1[CH2:12][CH2:11][CH2:10][C@H:9]1[C:13]1[NH:14][C:15]([C:18]2[CH:23]=[N:22][C:21]([C:24]3[CH:29]=[CH:28][C:27]([C:30]4[NH:31][C:32]([C@@H:35]5[CH2:39][CH2:38][CH2:37][NH:36]5)=[N:33][CH:34]=4)=[CH:26][CH:25]=3)=[N:20][CH:19]=2)=[CH:16][N:17]=1)=[O:7])([CH3:4])([CH3:2])[CH3:3]. The yield is 0.560. (10) The reactants are [Cl:1][C:2]1[CH:3]=[C:4]([CH:9]([CH2:18][CH:19]2[CH2:23][CH2:22][C:21]3(OCCC[O:24]3)[CH2:20]2)[C:10]([NH:12][C:13]2[S:14][CH:15]=[CH:16][N:17]=2)=[O:11])[CH:5]=[CH:6][C:7]=1[Cl:8].Cl. The catalyst is O1CCCC1. The product is [Cl:1][C:2]1[CH:3]=[C:4]([CH:9]([CH2:18][CH:19]2[CH2:23][CH2:22][C:21](=[O:24])[CH2:20]2)[C:10]([NH:12][C:13]2[S:14][CH:15]=[CH:16][N:17]=2)=[O:11])[CH:5]=[CH:6][C:7]=1[Cl:8]. The yield is 0.470.